Predict the product of the given reaction. From a dataset of Forward reaction prediction with 1.9M reactions from USPTO patents (1976-2016). (1) Given the reactants [Cl:1][C:2]1[CH:7]=[C:6]([CH:8]2[CH2:13][CH2:12][N:11](C(OC(C)(C)C)=O)[CH2:10][CH2:9]2)[N:5]=[C:4]2[N:21]=[C:22]([C:24]3[CH:29]=[CH:28][C:27]([CH2:30][O:31][C:32]4[CH:37]=[CH:36][CH:35]=[CH:34][CH:33]=4)=[CH:26][CH:25]=3)[NH:23][C:3]=12.FC(F)(F)C(O)=O, predict the reaction product. The product is: [Cl:1][C:2]1[CH:7]=[C:6]([CH:8]2[CH2:9][CH2:10][NH:11][CH2:12][CH2:13]2)[N:5]=[C:4]2[N:21]=[C:22]([C:24]3[CH:29]=[CH:28][C:27]([CH2:30][O:31][C:32]4[CH:37]=[CH:36][CH:35]=[CH:34][CH:33]=4)=[CH:26][CH:25]=3)[NH:23][C:3]=12. (2) Given the reactants [ClH:1].O1CCOCC1.[OH:8][C:9]1[CH:38]=[CH:37][C:36]([N:39]2[CH2:44][CH2:43][CH2:42][CH2:41][CH2:40]2)=[CH:35][C:10]=1[C:11]([NH:13][C:14]1[CH:26]=[C:25]([C:27]2[CH:32]=[CH:31][CH:30]=[CH:29][C:28]=2[O:33][CH3:34])[CH:24]=[CH:23][C:15]=1[C:16]([O:18]C(C)(C)C)=[O:17])=[O:12], predict the reaction product. The product is: [ClH:1].[OH:8][C:9]1[CH:38]=[CH:37][C:36]([N:39]2[CH2:44][CH2:43][CH2:42][CH2:41][CH2:40]2)=[CH:35][C:10]=1[C:11]([NH:13][C:14]1[CH:26]=[C:25]([C:27]2[CH:32]=[CH:31][CH:30]=[CH:29][C:28]=2[O:33][CH3:34])[CH:24]=[CH:23][C:15]=1[C:16]([OH:18])=[O:17])=[O:12]. (3) Given the reactants Cl[C:2]1[N:11]=[C:10]([N:12]([C:14]2[CH:19]=[CH:18][C:17]([O:20][CH3:21])=[CH:16][CH:15]=2)[CH3:13])[C:9]2[C:4](=[CH:5][CH:6]=[C:7]([O:22][CH3:23])[CH:8]=2)[N:3]=1.[CH3:24][NH:25][CH3:26].CO, predict the reaction product. The product is: [CH3:23][O:22][C:7]1[CH:8]=[C:9]2[C:4](=[CH:5][CH:6]=1)[N:3]=[C:2]([N:25]([CH3:26])[CH3:24])[N:11]=[C:10]2[N:12]([C:14]1[CH:19]=[CH:18][C:17]([O:20][CH3:21])=[CH:16][CH:15]=1)[CH3:13].